From a dataset of Forward reaction prediction with 1.9M reactions from USPTO patents (1976-2016). Predict the product of the given reaction. (1) Given the reactants [F:1][C:2]1[CH:7]=[CH:6][C:5]([C:8]2[C:16]3[C:11](=[CH:12][CH:13]=[C:14]([C:17]([OH:19])=O)[CH:15]=3)[NH:10][N:9]=2)=[CH:4][CH:3]=1.O.ON1C2C=CC=CC=2N=N1.Cl.CN(C)CCCN=C=NCC.[CH2:43]([NH2:49])[CH:44]1[O:48][CH2:47][CH2:46][CH2:45]1, predict the reaction product. The product is: [F:1][C:2]1[CH:3]=[CH:4][C:5]([C:8]2[C:16]3[C:11](=[CH:12][CH:13]=[C:14]([C:17]([NH:49][CH2:43][CH:44]4[CH2:45][CH2:46][CH2:47][O:48]4)=[O:19])[CH:15]=3)[NH:10][N:9]=2)=[CH:6][CH:7]=1. (2) Given the reactants [CH3:1][O:2][C:3]1[CH:8]=[CH:7][CH:6]=[CH:5][C:4]=1[C:9]1[CH:14]=[CH:13][C:12]([C:15]([N:17]2[C:23]3[CH:24]=[CH:25][CH:26]=[CH:27][C:22]=3[CH2:21][N:20]3[C:28]([C:31](O)=[O:32])=[CH:29][CH:30]=[C:19]3[CH2:18]2)=[O:16])=[CH:11][C:10]=1[CH3:34].[CH3:35][NH:36][CH2:37][CH2:38][C:39]1[CH:44]=[CH:43][N:42]=[CH:41][CH:40]=1, predict the reaction product. The product is: [CH3:1][O:2][C:3]1[CH:8]=[CH:7][CH:6]=[CH:5][C:4]=1[C:9]1[CH:14]=[CH:13][C:12]([C:15]([N:17]2[C:23]3[CH:24]=[CH:25][CH:26]=[CH:27][C:22]=3[CH2:21][N:20]3[C:28]([C:31]([N:36]([CH3:35])[CH2:37][CH2:38][C:39]4[CH:44]=[CH:43][N:42]=[CH:41][CH:40]=4)=[O:32])=[CH:29][CH:30]=[C:19]3[CH2:18]2)=[O:16])=[CH:11][C:10]=1[CH3:34]. (3) Given the reactants [CH3:1][O:2][C:3](=[O:16])[C:4]1[CH:9]=[CH:8][C:7](I)=[C:6]([O:11][CH2:12][C:13]([CH3:15])=[CH2:14])[CH:5]=1.C(=O)([O-])[O-].[K+].[K+].[CH:23]1[C:32]2[C:27](=[CH:28][CH:29]=[CH:30][CH:31]=2)[CH:26]=[CH:25][C:24]=1B(O)O, predict the reaction product. The product is: [CH3:1][O:2][C:3]([C:4]1[CH:9]=[CH:8][C:7]2[C:13]([CH3:15])([CH2:14][C:25]3[CH:24]=[CH:23][C:32]4[C:27](=[CH:28][CH:29]=[CH:30][CH:31]=4)[CH:26]=3)[CH2:12][O:11][C:6]=2[CH:5]=1)=[O:16]. (4) Given the reactants Br[CH2:2][CH2:3][CH2:4][C:5]1([CH2:18][CH2:19][CH2:20][CH2:21][CH2:22][CH2:23][CH2:24][CH3:25])[C:17]2[CH:16]=[CH:15][CH:14]=[CH:13][C:12]=2[C:11]2[C:6]1=[CH:7][CH:8]=[CH:9][CH:10]=2.[Cl-].[Cl-].[Cl-].[Al+3].O, predict the reaction product. The product is: [CH2:18]([C:5]12[C:6]3[C:11]([CH2:2][CH2:3][CH2:4]1)=[CH:10][CH:9]=[CH:8][C:7]=3[C:16]1[C:17]2=[CH:12][CH:13]=[CH:14][CH:15]=1)[CH2:19][CH2:20][CH2:21][CH2:22][CH2:23][CH2:24][CH3:25]. (5) Given the reactants [CH2:1]([O:3][C:4]1[CH:5]=[C:6]2[C:11](=[C:12]3[CH2:16][C:15]([CH3:18])([CH3:17])[O:14][C:13]=13)[C:10]([C:19]1[CH:20]=[CH:21][C:22]3[O:27][CH2:26][C:25](=[O:28])[NH:24][C:23]=3[CH:29]=1)=[N:9][C:8]([CH3:31])([CH3:30])[CH2:7]2)[CH3:2].[H-].[Na+].[CH2:34](Br)[C:35]1[CH:40]=[CH:39][CH:38]=[CH:37][CH:36]=1.O, predict the reaction product. The product is: [CH2:1]([O:3][C:4]1[CH:5]=[C:6]2[C:11](=[C:12]3[CH2:16][C:15]([CH3:18])([CH3:17])[O:14][C:13]=13)[C:10]([C:19]1[CH:20]=[CH:21][C:22]3[O:27][CH2:26][C:25](=[O:28])[N:24]([CH2:34][C:35]4[CH:40]=[CH:39][CH:38]=[CH:37][CH:36]=4)[C:23]=3[CH:29]=1)=[N:9][C:8]([CH3:30])([CH3:31])[CH2:7]2)[CH3:2].